Dataset: Catalyst prediction with 721,799 reactions and 888 catalyst types from USPTO. Task: Predict which catalyst facilitates the given reaction. (1) Reactant: [CH3:1][N:2]1[CH:6]=[C:5]([C:7]2[C:15]3[C:10](=[N:11][CH:12]=[C:13]([OH:16])[CH:14]=3)[N:9]([CH2:17][O:18][CH2:19][CH2:20][Si:21]([CH3:24])([CH3:23])[CH3:22])[CH:8]=2)[CH:4]=[N:3]1.Br[CH2:26][CH2:27][CH3:28].C([O-])([O-])=O.[K+].[K+]. Product: [CH3:1][N:2]1[CH:6]=[C:5]([C:7]2[C:15]3[C:10](=[N:11][CH:12]=[C:13]([O:16][CH2:26][CH2:27][CH3:28])[CH:14]=3)[N:9]([CH2:17][O:18][CH2:19][CH2:20][Si:21]([CH3:24])([CH3:23])[CH3:22])[CH:8]=2)[CH:4]=[N:3]1. The catalyst class is: 21. (2) Reactant: [ClH:1].C(OC(=O)[NH:8][CH2:9][CH2:10][NH:11][S:12]([C:15]1[CH:20]=[C:19]([S:21]([C:24]2[CH:29]=[CH:28][CH:27]=[CH:26][CH:25]=2)(=[O:23])=[O:22])[CH:18]=[CH:17][C:16]=1[C:30]([F:33])([F:32])[F:31])(=[O:14])=[O:13])(C)(C)C. Product: [ClH:1].[NH2:8][CH2:9][CH2:10][NH:11][S:12]([C:15]1[CH:20]=[C:19]([S:21]([C:24]2[CH:29]=[CH:28][CH:27]=[CH:26][CH:25]=2)(=[O:22])=[O:23])[CH:18]=[CH:17][C:16]=1[C:30]([F:32])([F:33])[F:31])(=[O:13])=[O:14]. The catalyst class is: 13. (3) Reactant: [C:1]([O:5][CH:6]([C:11]1[C:12]([C:25]2[CH:30]=[CH:29][CH:28]=[CH:27][CH:26]=2)=[C:13]2[C:20]([CH3:21])=[C:19]([CH3:22])[N:18]([CH2:23][CH3:24])[C:14]2=[N:15][C:16]=1[CH3:17])[C:7]([O:9][CH3:10])=[O:8])([CH3:4])([CH3:3])[CH3:2].[C:31](C1C=CC(B(O)O)=CC=1)#[N:32].C(=O)(O)[O-].[Na+]. Product: [C:1]([O:5][CH:6]([C:11]1[C:12]([C:25]2[CH:30]=[CH:29][C:28]([C:31]#[N:32])=[CH:27][CH:26]=2)=[C:13]2[C:20]([CH3:21])=[C:19]([CH3:22])[N:18]([CH2:23][CH3:24])[C:14]2=[N:15][C:16]=1[CH3:17])[C:7]([O:9][CH3:10])=[O:8])([CH3:2])([CH3:3])[CH3:4]. The catalyst class is: 287.